Dataset: Reaction yield outcomes from USPTO patents with 853,638 reactions. Task: Predict the reaction yield, written as a fraction of the theoretical maximum amount of product (1.0 means a 100% yield; for example, 0.34 means a 34% yield). (1) The reactants are [NH2:1][C:2]1[CH:9]=[C:8]([O:10][CH3:11])[CH:7]=[CH:6][C:3]=1[C:4]#[N:5].[N:12]([O-])=O.[Na+]. The catalyst is Cl.O. The product is [CH3:11][O:10][C:8]1[CH:9]=[C:2]2[C:3]([C:4]([NH2:12])=[N:5][NH:1]2)=[CH:6][CH:7]=1. The yield is 0.919. (2) The reactants are CCOC(C)=O.Cl.[Cl:8][C:9]1[CH:14]=[CH:13][CH:12]=[CH:11][C:10]=1[N:15]1[C:19]([C:20]2[N:21]=[C:22]3[C:28]4[CH:29]=[CH:30][C:31]([C:33]5[CH:38]=[CH:37][C:36]([Cl:39])=[CH:35][CH:34]=5)=[CH:32][C:27]=4[O:26][CH2:25][CH2:24][N:23]3[CH:40]=2)=[N:18][C:17]([NH:41]C(=O)O)=[N:16]1. The catalyst is CCOC(C)=O. The product is [Cl:8][C:9]1[CH:14]=[CH:13][CH:12]=[CH:11][C:10]=1[N:15]1[C:19]([C:20]2[N:21]=[C:22]3[C:28]4[CH:29]=[CH:30][C:31]([C:33]5[CH:38]=[CH:37][C:36]([Cl:39])=[CH:35][CH:34]=5)=[CH:32][C:27]=4[O:26][CH2:25][CH2:24][N:23]3[CH:40]=2)=[N:18][C:17]([NH2:41])=[N:16]1. The yield is 0.340. (3) The reactants are CO[C:3]1[CH:8]=[C:7]([C:9]([C:12]2[CH:17]=[CH:16][CH:15]=[C:14]([O:18][C:19](F)(F)F)[CH:13]=2)([CH3:11])[CH3:10])[CH:6]=[C:5]([N+:23]([O-])=O)C=1.[Cl:26]C(Cl)(C1C=C(OC)C=C(Cl)C=1)C1C=CN=CC=1. No catalyst specified. The product is [Cl:26][C:16]1[CH:17]=[C:12]([C:9]([C:7]2[CH:6]=[CH:5][N:23]=[CH:3][CH:8]=2)([CH3:11])[CH3:10])[CH:13]=[C:14]([O:18][CH3:19])[CH:15]=1. The yield is 0.410. (4) The reactants are [Br:1][C:2]1[C:3]([F:9])=[C:4]([CH:6]=[CH:7][CH:8]=1)[NH2:5].[CH:10](O)=[O:11]. No catalyst specified. The product is [Br:1][C:2]1[C:3]([F:9])=[C:4]([NH:5][CH:10]=[O:11])[CH:6]=[CH:7][CH:8]=1. The yield is 0.890. (5) The reactants are [H-].[Al+3].[Li+].[H-].[H-].[H-].[F:7][C:8]([F:27])([F:26])[C:9]1[CH:14]=[CH:13][C:12]([C:15]2[CH:20]=[CH:19][C:18]([C:21](OCC)=[O:22])=[CH:17][CH:16]=2)=[CH:11][CH:10]=1.[Cl-].[NH4+]. The catalyst is C1COCC1.C(OCC)(=O)C. The product is [F:7][C:8]([F:26])([F:27])[C:9]1[CH:10]=[CH:11][C:12]([C:15]2[CH:20]=[CH:19][C:18]([CH2:21][OH:22])=[CH:17][CH:16]=2)=[CH:13][CH:14]=1. The yield is 0.950.